This data is from Catalyst prediction with 721,799 reactions and 888 catalyst types from USPTO. The task is: Predict which catalyst facilitates the given reaction. (1) Reactant: [CH3:1][CH:2]([CH3:22])[C:3]([O:5][CH2:6][CH2:7][O:8][C:9](OC1C=CC(S(C)(=O)=O)=CC=1)=[O:10])=[O:4].[CH2:23]1[CH2:28][CH2:27][C:26]([CH2:33][NH2:34])([CH2:29][C:30]([OH:32])=[O:31])[CH2:25][CH2:24]1.C(=O)(O)[O-].[K+]. Product: [CH3:1][CH:2]([CH3:22])[C:3]([O:5][CH2:6][CH2:7][O:8][C:9]([NH:34][CH2:33][C:26]1([CH2:29][C:30]([OH:32])=[O:31])[CH2:25][CH2:24][CH2:23][CH2:28][CH2:27]1)=[O:10])=[O:4]. The catalyst class is: 753. (2) Reactant: [Cl:1][C:2]1[CH:9]=[CH:8][C:7]([N+:10]([O-:12])=[O:11])=[CH:6][C:3]=1[CH:4]=O.[CH3:13][NH:14][CH3:15].[BH-](OC(C)=O)(OC(C)=O)OC(C)=O.[Na+].O. Product: [Cl:1][C:2]1[CH:9]=[CH:8][C:7]([N+:10]([O-:12])=[O:11])=[CH:6][C:3]=1[CH2:4][N:14]([CH3:15])[CH3:13]. The catalyst class is: 1. (3) Reactant: C1([C@@H](N2C[C@H]3C[C@]2([C:17]2[NH:21][C:20]4[CH:22]=[CH:23][CH:24]=[C:25]([C:26]([NH2:28])=[O:27])[C:19]=4[N:18]=2)CCC3)C)C=CC=CC=1. Product: [NH:21]1[C:20]2[CH:22]=[CH:23][CH:24]=[C:25]([C:26]([NH2:28])=[O:27])[C:19]=2[N:18]=[CH:17]1. The catalyst class is: 19. (4) Reactant: O[C@@:2]1([C:29]2[CH:34]=[CH:33][CH:32]=[CH:31][CH:30]=2)[CH2:6][N:5]([CH2:7][CH2:8][O:9][CH3:10])[CH2:4][C@H:3]1[NH:11][C:12]([NH:14][C:15]1[N:19]([C:20]2[CH:25]=[CH:24][CH:23]=[CH:22][CH:21]=2)[N:18]=[C:17]2[CH2:26][CH2:27][CH2:28][C:16]=12)=[O:13].O[C@:36]1([C:63]2[CH:68]=[CH:67][CH:66]=[CH:65][CH:64]=2)[CH2:40][N:39]([CH2:41][CH2:42][O:43][CH3:44])[CH2:38][C@H:37]1[NH:45][C:46]([NH:48][C:49]1[N:53]([C:54]2[CH:59]=[CH:58][CH:57]=[CH:56][CH:55]=2)[N:52]=[C:51]2[CH2:60][CH2:61][CH2:62][C:50]=12)=[O:47].CCN(S(F)(F)[F:75])CC. Product: [F:75][C@@:2]1([C:29]2[CH:34]=[CH:33][CH:32]=[CH:31][CH:30]=2)[CH2:6][N:5]([CH2:7][CH2:8][O:9][CH3:10])[CH2:4][C@H:3]1[NH:11][C:12]([NH:14][C:15]1[N:19]([C:20]2[CH:25]=[CH:24][CH:23]=[CH:22][CH:21]=2)[N:18]=[C:17]2[CH2:26][CH2:27][CH2:28][C:16]=12)=[O:13].[F:75][C@:36]1([C:63]2[CH:68]=[CH:67][CH:66]=[CH:65][CH:64]=2)[CH2:40][N:39]([CH2:41][CH2:42][O:43][CH3:44])[CH2:38][C@H:37]1[NH:45][C:46]([NH:48][C:49]1[N:53]([C:54]2[CH:59]=[CH:58][CH:57]=[CH:56][CH:55]=2)[N:52]=[C:51]2[CH2:60][CH2:61][CH2:62][C:50]=12)=[O:47]. The catalyst class is: 2. (5) Reactant: C[O:2][C:3]([C:5]1[C:9]([N+:10]([O-:12])=[O:11])=[CH:8][N:7]([CH:13]2[CH2:18][CH2:17][CH2:16][CH2:15][O:14]2)[N:6]=1)=O.O.[NH2:20][NH2:21]. Product: [N+:10]([C:9]1[C:5]([C:3]([NH:20][NH2:21])=[O:2])=[N:6][N:7]([CH:13]2[CH2:18][CH2:17][CH2:16][CH2:15][O:14]2)[CH:8]=1)([O-:12])=[O:11]. The catalyst class is: 8. (6) Reactant: [C:1]([NH:9][NH:10][C:11]([NH:13][CH:14]([CH:20]([CH3:22])[CH3:21])[C:15]([O:17][CH2:18][CH3:19])=[O:16])=[O:12])(=O)[C:2]1[CH:7]=[CH:6][CH:5]=[CH:4][CH:3]=1.O=P(Cl)(Cl)Cl. Product: [CH3:21][CH:20]([CH3:22])[CH:14]([NH:13][C:11]1[O:12][C:1]([C:2]2[CH:7]=[CH:6][CH:5]=[CH:4][CH:3]=2)=[N:9][N:10]=1)[C:15]([O:17][CH2:18][CH3:19])=[O:16]. The catalyst class is: 26. (7) Reactant: C([O:8][C:9]1[CH:10]=[CH:11][C:12]([C@@H:20]([OH:43])[CH2:21][NH:22][CH2:23][CH2:24][C:25]2[CH:30]=[CH:29][C:28]([O:31][CH2:32][CH2:33][C:34]([F:42])([F:41])[C:35]3[CH:40]=[CH:39][CH:38]=[CH:37][CH:36]=3)=[CH:27][CH:26]=2)=[C:13]2[C:18]=1[NH:17][C:16](=[O:19])[CH:15]=[CH:14]2)C1C=CC=CC=1. Product: [F:42][C:34]([F:41])([C:35]1[CH:40]=[CH:39][CH:38]=[CH:37][CH:36]=1)[CH2:33][CH2:32][O:31][C:28]1[CH:27]=[CH:26][C:25]([CH2:24][CH2:23][NH:22][CH2:21][C@@H:20]([C:12]2[CH:11]=[CH:10][C:9]([OH:8])=[C:18]3[C:13]=2[CH:14]=[CH:15][C:16](=[O:19])[NH:17]3)[OH:43])=[CH:30][CH:29]=1. The catalyst class is: 45.